Dataset: Forward reaction prediction with 1.9M reactions from USPTO patents (1976-2016). Task: Predict the product of the given reaction. Given the reactants [NH2:1][C@H:2]([C:4]1[N:13]([CH:14]2[CH2:16][CH2:15]2)[C:12](=[O:17])[C:11]2[C:6](=[CH:7][CH:8]=[CH:9][C:10]=2[Cl:18])[N:5]=1)[CH3:3].Cl[C:20]1[N:25]=[CH:24][N:23]=[C:22]([NH2:26])[C:21]=1[C:27]1[N:31]=[C:30]([CH2:32][CH3:33])[O:29][N:28]=1.CCN(C(C)C)C(C)C, predict the reaction product. The product is: [NH2:26][C:22]1[N:23]=[CH:24][N:25]=[C:20]([NH:1][C@H:2]([C:4]2[N:13]([CH:14]3[CH2:16][CH2:15]3)[C:12](=[O:17])[C:11]3[C:6](=[CH:7][CH:8]=[CH:9][C:10]=3[Cl:18])[N:5]=2)[CH3:3])[C:21]=1[C:27]1[N:31]=[C:30]([CH2:32][CH3:33])[O:29][N:28]=1.